This data is from Forward reaction prediction with 1.9M reactions from USPTO patents (1976-2016). The task is: Predict the product of the given reaction. Given the reactants [F:1][C:2]1[CH:7]=[CH:6][C:5]([C:8]2[CH:13]=[CH:12][N:11]3[CH:14]=[CH:15][N:16]=[C:10]3[CH:9]=2)=[CH:4][CH:3]=1.[I:17]N1C(=O)CCC1=O.O, predict the reaction product. The product is: [F:1][C:2]1[CH:3]=[CH:4][C:5]([C:8]2[CH:13]=[CH:12][N:11]3[C:14]([I:17])=[CH:15][N:16]=[C:10]3[CH:9]=2)=[CH:6][CH:7]=1.